From a dataset of Peptide-MHC class II binding affinity with 134,281 pairs from IEDB. Regression. Given a peptide amino acid sequence and an MHC pseudo amino acid sequence, predict their binding affinity value. This is MHC class II binding data. (1) The MHC is HLA-DQA10501-DQB10301 with pseudo-sequence HLA-DQA10501-DQB10301. The peptide sequence is HDYEGLSYRSLQPET. The binding affinity (normalized) is 0.231. (2) The peptide sequence is SQDLELSWNLVGLQAY. The MHC is HLA-DQA10301-DQB10302 with pseudo-sequence HLA-DQA10301-DQB10302. The binding affinity (normalized) is 0.687.